From a dataset of Reaction yield outcomes from USPTO patents with 853,638 reactions. Predict the reaction yield, written as a fraction of the theoretical maximum amount of product (1.0 means a 100% yield; for example, 0.34 means a 34% yield). (1) The reactants are [C:1]12([C:11]3[CH:21]=[CH:20][C:14]([O:15][CH2:16][C:17](O)=[O:18])=[CH:13][CH:12]=3)[CH2:10][CH:5]3[CH2:6][CH:7]([CH2:9][CH:3]([CH2:4]3)[CH2:2]1)[CH2:8]2.[F:22][C:23]([F:32])([F:31])[C:24]1[CH:25]=[C:26]([NH2:30])[CH:27]=[CH:28][CH:29]=1.CCN(C(C)C)C(C)C.C(Cl)CCl.C1C=CC2N(O)N=NC=2C=1. The catalyst is CN(C=O)C.O. The product is [C:1]12([C:11]3[CH:21]=[CH:20][C:14]([O:15][CH2:16][C:17]([NH:30][C:26]4[CH:27]=[CH:28][CH:29]=[C:24]([C:23]([F:31])([F:32])[F:22])[CH:25]=4)=[O:18])=[CH:13][CH:12]=3)[CH2:2][CH:3]3[CH2:9][CH:7]([CH2:6][CH:5]([CH2:4]3)[CH2:10]1)[CH2:8]2. The yield is 0.810. (2) The reactants are [Na].[CH3:2][O:3][C:4]([C@H:6]1[CH2:11][CH2:10][C@H:9]([CH2:12][NH:13][S:14]([C:17]2[CH:22]=[CH:21][C:20]([C:23]([F:26])([F:25])[F:24])=[CH:19][CH:18]=2)(=[O:16])=[O:15])[CH2:8][CH2:7]1)=[O:5].[CH3:27]I. The catalyst is CO.CN(C=O)C. The product is [CH3:2][O:3][C:4]([C@H:6]1[CH2:11][CH2:10][C@H:9]([CH2:12][N:13]([CH3:27])[S:14]([C:17]2[CH:22]=[CH:21][C:20]([C:23]([F:26])([F:24])[F:25])=[CH:19][CH:18]=2)(=[O:16])=[O:15])[CH2:8][CH2:7]1)=[O:5]. The yield is 0.970. (3) The reactants are [NH2:1][CH2:2][CH2:3][N:4]1[CH:8]=[C:7]([Br:9])[CH:6]=[C:5]1[C:10]([O:12]C)=O.C(O)C.[OH-].[NH4+]. The catalyst is O. The product is [Br:9][C:7]1[CH:6]=[C:5]2[C:10](=[O:12])[NH:1][CH2:2][CH2:3][N:4]2[CH:8]=1. The yield is 0.420. (4) The reactants are [Cl:1][C:2]1[CH:3]=[C:4]([C:10]2([C:32]([F:35])([F:34])[F:33])[O:14][N:13]=[C:12]([C:15]3[C:24]4[C:19](=[CH:20][CH:21]=[CH:22][CH:23]=4)[C:18]([C:25]([NH:27][CH2:28][CH2:29][S:30][CH3:31])=[O:26])=[CH:17][CH:16]=3)[CH2:11]2)[CH:5]=[C:6]([Cl:9])[C:7]=1[Cl:8].ClC1C=C(C2(C(F)(F)F)ON=C(C3C4C(=CC=CC=4)C(C(NCCSC)=O)=CC=3)C2)C=C(Cl)C=1.[F:70][C:71]([F:76])([F:75])[C:72]([NH2:74])=[O:73].C(OI(C1C=CC=CC=1)OC(=O)C)(=O)C. The catalyst is ClCCl. The yield is 0.300. The product is [Cl:1][C:2]1[CH:3]=[C:4]([C:10]2([C:32]([F:33])([F:34])[F:35])[O:14][N:13]=[C:12]([C:15]3[C:24]4[C:19](=[CH:20][CH:21]=[CH:22][CH:23]=4)[C:18]([C:25]([NH:27][CH2:28][CH2:29][S:30]([CH3:31])=[N:74][C:72](=[O:73])[C:71]([F:76])([F:75])[F:70])=[O:26])=[CH:17][CH:16]=3)[CH2:11]2)[CH:5]=[C:6]([Cl:9])[C:7]=1[Cl:8]. (5) The catalyst is C1COCC1. The product is [O:20]1[CH2:21][CH:19]1[CH2:18][N:7]1[CH2:6][CH2:5][N:4]([C:8]([O:10][C:11]([CH3:14])([CH3:13])[CH3:12])=[O:9])[CH2:3][C:2]1=[O:1]. The reactants are [O:1]=[C:2]1[NH:7][CH2:6][CH2:5][N:4]([C:8]([O:10][C:11]([CH3:14])([CH3:13])[CH3:12])=[O:9])[CH2:3]1.[H-].[Na+].Br[CH2:18][CH:19]1[CH2:21][O:20]1. The yield is 0.781. (6) The reactants are [N:1]([C@@H:4]1[C@@H:8]([O:9][CH2:10][C:11]#[C:12][C:13]2[CH:18]=[CH:17][CH:16]=[CH:15][CH:14]=2)[CH2:7][N:6]([C:19]([O:21][C:22]([CH3:25])([CH3:24])[CH3:23])=[O:20])[CH2:5]1)=[N+:2]=[N-:3]. The catalyst is C1(C)C(C)=CC=CC=1. The product is [C:13]1([C:12]2[N:3]=[N:2][N:1]3[C:11]=2[CH2:10][O:9][C@H:8]2[CH2:7][N:6]([C:19]([O:21][C:22]([CH3:25])([CH3:24])[CH3:23])=[O:20])[CH2:5][C@H:4]32)[CH:14]=[CH:15][CH:16]=[CH:17][CH:18]=1. The yield is 0.570.